From a dataset of Buchwald-Hartwig C-N cross coupling reaction yields with 55,370 reactions. Predict the reaction yield, written as a fraction of the theoretical maximum amount of product (1.0 means a 100% yield; for example, 0.34 means a 34% yield). (1) The reactants are COc1ccc(Br)cc1.Cc1ccc(N)cc1.O=S(=O)(O[Pd]1c2ccccc2-c2ccccc2N~1)C(F)(F)F.COc1ccc(OC)c(P([C@]23C[C@H]4C[C@H](C[C@H](C4)C2)C3)[C@]23C[C@H]4C[C@H](C[C@H](C4)C2)C3)c1-c1c(C(C)C)cc(C(C)C)cc1C(C)C.CN1CCCN2CCCN=C12.Cc1ccon1. No catalyst specified. The product is COc1ccc(Nc2ccc(C)cc2)cc1. The yield is 0.501. (2) The reactants are Brc1cccnc1.Cc1ccc(N)cc1.O=S(=O)(O[Pd]1c2ccccc2-c2ccccc2N~1)C(F)(F)F.CC(C)c1cc(C(C)C)c(-c2ccccc2P(C2CCCCC2)C2CCCCC2)c(C(C)C)c1.CCN=P(N=P(N(C)C)(N(C)C)N(C)C)(N(C)C)N(C)C.c1ccc2oncc2c1. No catalyst specified. The product is Cc1ccc(Nc2cccnc2)cc1. The yield is 0.205. (3) The reactants are FC(F)(F)c1ccc(Br)cc1.Cc1ccc(N)cc1.O=S(=O)(O[Pd]1c2ccccc2-c2ccccc2N~1)C(F)(F)F.COc1ccc(OC)c(P([C@]23C[C@H]4C[C@H](C[C@H](C4)C2)C3)[C@]23C[C@H]4C[C@H](C[C@H](C4)C2)C3)c1-c1c(C(C)C)cc(C(C)C)cc1C(C)C.CCN=P(N=P(N(C)C)(N(C)C)N(C)C)(N(C)C)N(C)C.CCOC(=O)c1ccon1. No catalyst specified. The product is Cc1ccc(Nc2ccc(C(F)(F)F)cc2)cc1. The yield is 0. (4) The reactants are Ic1cccnc1.Cc1ccc(N)cc1.O=S(=O)(O[Pd]1c2ccccc2-c2ccccc2N~1)C(F)(F)F.CC(C)c1cc(C(C)C)c(-c2ccccc2P(C(C)(C)C)C(C)(C)C)c(C(C)C)c1.CCN=P(N=P(N(C)C)(N(C)C)N(C)C)(N(C)C)N(C)C.COC(=O)c1ccno1. No catalyst specified. The product is Cc1ccc(Nc2cccnc2)cc1. The yield is 0.167. (5) The reactants are Ic1cccnc1.Cc1ccc(N)cc1.O=S(=O)(O[Pd]1c2ccccc2-c2ccccc2N~1)C(F)(F)F.COc1ccc(OC)c(P(C(C)(C)C)C(C)(C)C)c1-c1c(C(C)C)cc(C(C)C)cc1C(C)C.CN(C)C(=NC(C)(C)C)N(C)C.c1ccc(-c2ccno2)cc1. No catalyst specified. The product is Cc1ccc(Nc2cccnc2)cc1. The yield is 0.803. (6) The reactants are CCc1ccc(Br)cc1.Cc1ccc(N)cc1.O=S(=O)(O[Pd]1c2ccccc2-c2ccccc2N~1)C(F)(F)F.COc1ccc(OC)c(P([C@]23C[C@H]4C[C@H](C[C@H](C4)C2)C3)[C@]23C[C@H]4C[C@H](C[C@H](C4)C2)C3)c1-c1c(C(C)C)cc(C(C)C)cc1C(C)C.CN1CCCN2CCCN=C12.c1ccc(CN(Cc2ccccc2)c2ccno2)cc1. No catalyst specified. The product is CCc1ccc(Nc2ccc(C)cc2)cc1. The yield is 0.345.